From a dataset of Catalyst prediction with 721,799 reactions and 888 catalyst types from USPTO. Predict which catalyst facilitates the given reaction. Reactant: N#N.Br[C:4]([F:13])([F:12])[C:5]([N:7]1[CH2:11][CH2:10][CH2:9][CH2:8]1)=[O:6].[CH2:14]([Sn](CCCC)(CCCC)CCCC)[CH:15]=[CH2:16].CC(N=NC(C#N)(C)C)(C#N)C. Product: [F:12][C:4]([F:13])([CH2:16][CH:15]=[CH2:14])[C:5]([N:7]1[CH2:11][CH2:10][CH2:9][CH2:8]1)=[O:6]. The catalyst class is: 11.